Dataset: Full USPTO retrosynthesis dataset with 1.9M reactions from patents (1976-2016). Task: Predict the reactants needed to synthesize the given product. (1) The reactants are: [C:1]([C:5]1[CH:6]=[C:7]([NH:24][C:25](=[O:46])[CH2:26][C:27]2[CH:32]=[CH:31][C:30]([S:33][C:34]3[CH:35]=[CH:36][C:37]4[N:38]([C:40]([CH:43]([CH3:45])[CH3:44])=[N:41][N:42]=4)[CH:39]=3)=[CH:29][CH:28]=2)[N:8]([C:10]2[CH:15]=[CH:14][C:13]([O:16][Si](C(C)(C)C)(C)C)=[CH:12][CH:11]=2)[N:9]=1)([CH3:4])([CH3:3])[CH3:2].F.F.F.C(N(CC)CC)C. Given the product [C:1]([C:5]1[CH:6]=[C:7]([NH:24][C:25](=[O:46])[CH2:26][C:27]2[CH:32]=[CH:31][C:30]([S:33][C:34]3[CH:35]=[CH:36][C:37]4[N:38]([C:40]([CH:43]([CH3:44])[CH3:45])=[N:41][N:42]=4)[CH:39]=3)=[CH:29][CH:28]=2)[N:8]([C:10]2[CH:15]=[CH:14][C:13]([OH:16])=[CH:12][CH:11]=2)[N:9]=1)([CH3:4])([CH3:3])[CH3:2], predict the reactants needed to synthesize it. (2) The reactants are: [F:1][C:2]([F:26])([F:25])[C:3]1[CH:4]=[C:5]([S:9]([CH:12]([CH:14]2[CH2:17][N:16](C(OC(C)(C)C)=O)[CH2:15]2)[CH3:13])(=[O:11])=[O:10])[CH:6]=[CH:7][CH:8]=1.[C:27](#N)C. Given the product [CH3:27][C:12]([CH:14]1[CH2:15][NH:16][CH2:17]1)([S:9]([C:5]1[CH:6]=[CH:7][CH:8]=[C:3]([C:2]([F:25])([F:26])[F:1])[CH:4]=1)(=[O:10])=[O:11])[CH3:13], predict the reactants needed to synthesize it.